Dataset: Reaction yield outcomes from USPTO patents with 853,638 reactions. Task: Predict the reaction yield, written as a fraction of the theoretical maximum amount of product (1.0 means a 100% yield; for example, 0.34 means a 34% yield). (1) The reactants are [NH2:1][CH:2]1[CH2:10][C:9]2[C:4](=[CH:5][CH:6]=[C:7]([S:11]C(=O)N(C)C)[CH:8]=2)[CH2:3]1.[OH-].[K+].Br[C:20]([CH3:29])([CH3:28])[C:21]([O:23][C:24]([CH3:27])([CH3:26])[CH3:25])=[O:22]. The catalyst is CO. The product is [C:24]([O:23][C:21](=[O:22])[C:20]([S:11][C:7]1[CH:8]=[C:9]2[C:4](=[CH:5][CH:6]=1)[CH2:3][CH:2]([NH2:1])[CH2:10]2)([CH3:29])[CH3:28])([CH3:27])([CH3:26])[CH3:25]. The yield is 0.760. (2) The reactants are [CH3:1][O:2][C:3]1[CH:40]=[CH:39][C:6]([CH2:7][N:8]2[C:12]3=[N:13][CH:14]=[CH:15][C:16]([O:17][C:18]4[CH:23]=[CH:22][C:21]([NH2:24])=[CH:20][C:19]=4[F:25])=[C:11]3[C:10]([CH:26]3[CH2:31][CH2:30][N:29]([C:32]([O:34][C:35]([CH3:38])([CH3:37])[CH3:36])=[O:33])[CH2:28][CH2:27]3)=[N:9]2)=[CH:5][CH:4]=1.[F:41][C:42]1[CH:47]=[CH:46][C:45]([N:48]2[C:53](=[O:54])[C:52]([C:55](O)=[O:56])=[CH:51][CH:50]=[N:49]2)=[CH:44][CH:43]=1.Cl.C(N=C=NCCCN(C)C)C.N1(O)C2C=CC=CC=2N=N1.C(N(C(C)C)C(C)C)C. The catalyst is CN(C=O)C. The product is [F:25][C:19]1[CH:20]=[C:21]([NH:24][C:55]([C:52]2[C:53](=[O:54])[N:48]([C:45]3[CH:46]=[CH:47][C:42]([F:41])=[CH:43][CH:44]=3)[N:49]=[CH:50][CH:51]=2)=[O:56])[CH:22]=[CH:23][C:18]=1[O:17][C:16]1[CH:15]=[CH:14][N:13]=[C:12]2[N:8]([CH2:7][C:6]3[CH:5]=[CH:4][C:3]([O:2][CH3:1])=[CH:40][CH:39]=3)[N:9]=[C:10]([CH:26]3[CH2:27][CH2:28][N:29]([C:32]([O:34][C:35]([CH3:37])([CH3:36])[CH3:38])=[O:33])[CH2:30][CH2:31]3)[C:11]=12. The yield is 0.921. (3) The reactants are [Cl:1][C:2]1[CH:3]=[C:4]([CH2:8][S:9]([NH:12][C:13]2[C:18]([O:19]C)=[N:17][C:16]([S:21]([CH2:24][CH3:25])(=[O:23])=[O:22])=[CH:15][N:14]=2)(=[O:11])=[O:10])[CH:5]=[CH:6][CH:7]=1.B(Br)(Br)Br. The catalyst is C(Cl)Cl. The product is [Cl:1][C:2]1[CH:3]=[C:4]([CH2:8][S:9]([NH:12][C:13]2[C:18]([OH:19])=[N:17][C:16]([S:21]([CH2:24][CH3:25])(=[O:23])=[O:22])=[CH:15][N:14]=2)(=[O:10])=[O:11])[CH:5]=[CH:6][CH:7]=1. The yield is 0.110. (4) The reactants are Br[C:2]1[CH:3]=[N:4][CH:5]=[C:6]([CH2:8][N:9]2[CH2:14][CH2:13][CH:12]([CH3:15])[CH2:11][CH2:10]2)[CH:7]=1.B1(B2OC(C)(C)C(C)(C)O2)OC(C)(C)C(C)(C)O1.CC([O-])=O.[K+].Br[C:40]1[CH:41]=[C:42]2[C:46](=[CH:47][CH:48]=1)[N:45]([CH:49]1[CH2:54][CH2:53][CH2:52][CH2:51][O:50]1)[N:44]=[C:43]2[C:55]([NH:57][C:58]1[CH:63]=[N:62][CH:61]=[CH:60][N:59]=1)=[O:56].[O-]P([O-])([O-])=O.[K+].[K+].[K+]. The catalyst is CN(C=O)C.C1C=CC(P(C2C=CC=CC=2)[C-]2C=CC=C2)=CC=1.C1C=CC(P(C2C=CC=CC=2)[C-]2C=CC=C2)=CC=1.Cl[Pd]Cl.[Fe+2].C1C=CC([P]([Pd]([P](C2C=CC=CC=2)(C2C=CC=CC=2)C2C=CC=CC=2)([P](C2C=CC=CC=2)(C2C=CC=CC=2)C2C=CC=CC=2)[P](C2C=CC=CC=2)(C2C=CC=CC=2)C2C=CC=CC=2)(C2C=CC=CC=2)C2C=CC=CC=2)=CC=1.O. The product is [CH3:15][CH:12]1[CH2:13][CH2:14][N:9]([CH2:8][C:6]2[CH:7]=[C:2]([C:40]3[CH:41]=[C:42]4[C:46](=[CH:47][CH:48]=3)[N:45]([CH:49]3[CH2:54][CH2:53][CH2:52][CH2:51][O:50]3)[N:44]=[C:43]4[C:55]([NH:57][C:58]3[CH:63]=[N:62][CH:61]=[CH:60][N:59]=3)=[O:56])[CH:3]=[N:4][CH:5]=2)[CH2:10][CH2:11]1. The yield is 0.430. (5) The reactants are C(#N)C.Br[C:5]1[CH:6]=[C:7]([C:11]2[C:12]3[CH:23]=[C:22]([C:24]4[CH:29]=[CH:28][CH:27]=[CH:26][CH:25]=4)[C:21]([O:30][CH3:31])=[CH:20][C:13]=3[N:14]([CH3:19])[C:15](=[O:18])[CH2:16][N:17]=2)[CH:8]=[CH:9][CH:10]=1.[C:32]1(C#C)[CH:37]=[CH:36][CH:35]=[CH:34][CH:33]=1.C1(P(C2C=CC=CC=2)C2C=CC=CC=2)C=CC=CC=1. The catalyst is [Cu](I)I.Cl[Pd]Cl.C(N(CC)CC)C. The product is [C:37]([C:5]1[CH:6]=[C:7]([C:11]2[C:12]3[CH:23]=[C:22]([C:24]4[CH:25]=[CH:26][CH:27]=[CH:28][CH:29]=4)[C:21]([O:30][CH3:31])=[CH:20][C:13]=3[N:14]([CH3:19])[C:15](=[O:18])[CH2:16][N:17]=2)[CH:8]=[CH:9][CH:10]=1)#[C:32][CH2:33][CH2:34][CH2:35][CH3:36]. The yield is 0.900. (6) The reactants are [F:1][C:2]1[C:7](B2OC(C)(C)C(C)(C)O2)=[CH:6][C:5]([C:17]2[N:21]3[N:22]=[CH:23][C:24]([C:26]([OH:29])([CH3:28])[CH3:27])=[N:25][C:20]3=[N:19][CH:18]=2)=[C:4]([O:30][CH3:31])[CH:3]=1.Br[C:33]1[C:40]([F:41])=[CH:39][CH:38]=[CH:37][C:34]=1[C:35]#[N:36]. No catalyst specified. The product is [F:41][C:40]1[CH:39]=[CH:38][CH:37]=[C:34]([C:35]#[N:36])[C:33]=1[C:7]1[CH:6]=[C:5]([C:17]2[N:21]3[N:22]=[CH:23][C:24]([C:26]([OH:29])([CH3:27])[CH3:28])=[N:25][C:20]3=[N:19][CH:18]=2)[C:4]([O:30][CH3:31])=[CH:3][C:2]=1[F:1]. The yield is 0.400. (7) The reactants are [C:1]([NH:4][C@:5]1([C@@H:60]([CH2:62][CH3:63])[CH3:61])[CH2:9][CH2:8][N:7]([C@@H:10]([CH2:51][CH2:52][C:53]2[CH:58]=[CH:57][CH:56]=[CH:55][CH:54]=2)[C:11]([NH:13][C@@H:14]([CH2:42][C:43]2[CH:48]=[C:47]([F:49])[CH:46]=[C:45]([F:50])[CH:44]=2)[C@@H:15]([C@H:17]2[CH2:21][C@H:20]([O:22][C:23]3[CH:28]=[CH:27][CH:26]=[CH:25][N:24]=3)[CH2:19][N:18]2C(C2C=CC=CC=2)C2C=CC=CC=2)[OH:16])=[O:12])[C:6]1=[O:59])(=[O:3])[CH3:2].C(N[C@]1([C@@H](CC)C)CCN([C@@H](CCC2C=CC=CC=2)C(N[C@@H](CC2C=C(F)C=C(F)C=2)[C@@H]([C@H]2C[C@@H](OC3C=CC=CN=3)CN2C(C2C=CC=CC=2)C2C=CC=CC=2)O)=O)C1=O)(=O)C.C(N[C@]1([C@@H](CC)C)CCN([C@@H](CCC2C=CC=CC=2)C(O)=O)C1=O)(=O)C.CN(C(ON1N=NC2C=CC=NC1=2)=[N+](C)C)C.F[P-](F)(F)(F)(F)F.N[C@@H](CC1C=C(F)C=C(F)C=1)[C@@H]([C@H]1C[C@H](OC2C=CC=CN=2)CN1C(C1C=CC=CC=1)C1C=CC=CC=1)O.CN1CCOCC1. The catalyst is CN(C=O)C. The product is [C:1]([NH:4][C@:5]1([C@@H:60]([CH2:62][CH3:63])[CH3:61])[CH2:9][CH2:8][N:7]([C@@H:10]([CH2:51][CH2:52][C:53]2[CH:54]=[CH:55][CH:56]=[CH:57][CH:58]=2)[C:11]([NH:13][C@@H:14]([CH2:42][C:43]2[CH:48]=[C:47]([F:49])[CH:46]=[C:45]([F:50])[CH:44]=2)[C@H:15]([OH:16])[C@H:17]2[CH2:21][C@@H:20]([O:22][C:23]3[CH:28]=[CH:27][CH:26]=[CH:25][N:24]=3)[CH2:19][NH:18]2)=[O:12])[C:6]1=[O:59])(=[O:3])[CH3:2]. The yield is 0.800.